Dataset: Forward reaction prediction with 1.9M reactions from USPTO patents (1976-2016). Task: Predict the product of the given reaction. Given the reactants C(O[C:6]([N:8]1C[C@H:11]([CH2:13][NH:14][C:15]2[CH:20]=[CH:19][C:18]([Cl:21])=[CH:17][CH:16]=2)[C@@H:10]([CH2:22][C:23]2[CH:28]=[CH:27][CH:26]=[CH:25][CH:24]=2)[CH2:9]1)=O)(C)(C)C.Br[CH2:30][C:31]1[CH:32]=[CH:33][C:34]([F:39])=[C:35]([CH:38]=1)[C:36]#[N:37].CC#N.O.CC#N, predict the reaction product. The product is: [CH2:22]([C@H:10]1[CH2:9][NH:8][CH2:6][C@@H:11]1[CH2:13][N:14]([CH2:30][C:31]1[CH:32]=[CH:33][C:34]([F:39])=[C:35]([CH:38]=1)[C:36]#[N:37])[C:15]1[CH:16]=[CH:17][C:18]([Cl:21])=[CH:19][CH:20]=1)[C:23]1[CH:28]=[CH:27][CH:26]=[CH:25][CH:24]=1.